This data is from Reaction yield outcomes from USPTO patents with 853,638 reactions. The task is: Predict the reaction yield, written as a fraction of the theoretical maximum amount of product (1.0 means a 100% yield; for example, 0.34 means a 34% yield). (1) The reactants are [Cl:1][C:2]1[CH:3]=[C:4]([CH:10]=[CH:11][CH:12]=1)[CH2:5]P(=O)([O-])[O-].[Li]CCCC.[CH3:18][CH2:19][CH2:20][CH2:21][CH2:22][CH3:23].C(=O)CCCC#C. The catalyst is C1COCC1. The product is [Cl:1][C:2]1[CH:12]=[CH:11][CH:10]=[C:4]([CH:5]=[CH:23][CH2:22][CH2:21][CH2:20][C:19]#[CH:18])[CH:3]=1. The yield is 0.930. (2) The reactants are [Cl:1][C:2]1[CH:8]=[CH:7][C:6]([N+:9]([O-:11])=[O:10])=[CH:5][C:3]=1[NH2:4].[CH3:12][C:13]1[CH:21]=[CH:20][C:16]([C:17](Cl)=[O:18])=[CH:15][CH:14]=1.C(OCC)(=O)C. The catalyst is N1C=CC=CC=1. The product is [Cl:1][C:2]1[CH:8]=[CH:7][C:6]([N+:9]([O-:11])=[O:10])=[CH:5][C:3]=1[NH:4][C:17](=[O:18])[C:16]1[CH:20]=[CH:21][C:13]([CH3:12])=[CH:14][CH:15]=1. The yield is 0.420. (3) The reactants are [Cl:1][C:2]1[C:9]([Cl:10])=[CH:8][C:7]([Cl:11])=[CH:6][C:3]=1[CH:4]=O.[C:12]([NH:15][NH2:16])([NH2:14])=[NH:13].Cl. No catalyst specified. The product is [ClH:1].[Cl:1][C:2]1[C:9]([Cl:10])=[CH:8][C:7]([Cl:11])=[CH:6][C:3]=1[CH:4]=[N:16][NH:15][C:12]([NH2:14])=[NH:13]. The yield is 0.680. (4) The reactants are [NH:1]1[CH2:6][CH2:5][CH2:4][C@@H:3]([NH:7][C:8](=[O:14])[O:9][C:10]([CH3:13])([CH3:12])[CH3:11])[CH2:2]1.C(N(CC)C(C)C)(C)C.[Br:24][C:25]1[C:26](F)=[C:27]2[C:33]([NH:34][C:35](=[O:40])[C:36]([OH:39])([CH3:38])[CH3:37])=[CH:32][NH:31][C:28]2=[N:29][CH:30]=1.CC#N.O. The catalyst is CCCCO.O. The product is [Br:24][C:25]1[C:26]([N:1]2[CH2:6][CH2:5][CH2:4][C@@H:3]([NH:7][C:8](=[O:14])[O:9][C:10]([CH3:11])([CH3:13])[CH3:12])[CH2:2]2)=[C:27]2[C:33]([NH:34][C:35](=[O:40])[C:36]([OH:39])([CH3:38])[CH3:37])=[CH:32][NH:31][C:28]2=[N:29][CH:30]=1. The yield is 0.550. (5) The reactants are N(CN[C:5](N)=[O:6])=O.[OH-].[K+].[F:10][C:11]1[CH:12]=[C:13]2[C:17](=[CH:18][CH:19]=1)[CH2:16][C:15]([CH3:20])=[C:14]2[CH2:21][C:22](O)=[O:23].N#N. The catalyst is ClCCl.C(OCC)C. The product is [F:10][C:11]1[CH:12]=[C:13]2[C:17](=[CH:18][CH:19]=1)[CH2:16][C:15]([CH3:20])=[C:14]2[CH2:21][C:22]([O:6][CH3:5])=[O:23]. The yield is 0.930. (6) The reactants are [Cl:1][C:2]1[C:29]([O:30][CH3:31])=[C:28]([O:32][CH3:33])[C:27]([O:34][CH3:35])=[CH:26][C:3]=1[CH2:4][N:5]1[C:9]2[N:10]=[C:11]([NH2:15])[N:12]=[C:13]([Cl:14])[C:8]=2[C:7](=[CH:16][C:17]2[NH:21][CH:20]=[C:19]([C:22]([OH:24])=O)[CH:18]=2)[C:6]1=[O:25].[CH2:36]([N:38]([CH2:42][CH3:43])[CH2:39][CH2:40][NH2:41])[CH3:37].C(Cl)CCl.CO. The catalyst is CN(C=O)C.C(Cl)Cl. The product is [NH2:15][C:11]1[N:12]=[C:13]([Cl:14])[C:8]2=[C:9]([N:5]([CH2:4][C:3]3[CH:26]=[C:27]([O:34][CH3:35])[C:28]([O:32][CH3:33])=[C:29]([O:30][CH3:31])[C:2]=3[Cl:1])[C:6](=[O:25])/[C:7]/2=[CH:16]\[C:17]2[NH:21][CH:20]=[C:19]([C:22]([NH:41][CH2:40][CH2:39][N:38]([CH2:42][CH3:43])[CH2:36][CH3:37])=[O:24])[CH:18]=2)[N:10]=1. The yield is 0.450.